From a dataset of NCI-60 drug combinations with 297,098 pairs across 59 cell lines. Regression. Given two drug SMILES strings and cell line genomic features, predict the synergy score measuring deviation from expected non-interaction effect. (1) Drug 1: CC1=C2C(C(=O)C3(C(CC4C(C3C(C(C2(C)C)(CC1OC(=O)C(C(C5=CC=CC=C5)NC(=O)OC(C)(C)C)O)O)OC(=O)C6=CC=CC=C6)(CO4)OC(=O)C)OC)C)OC. Drug 2: C1=CC=C(C=C1)NC(=O)CCCCCCC(=O)NO. Cell line: UACC62. Synergy scores: CSS=41.1, Synergy_ZIP=-1.06, Synergy_Bliss=-1.45, Synergy_Loewe=-2.51, Synergy_HSA=2.38. (2) Drug 1: C1CCC(C1)C(CC#N)N2C=C(C=N2)C3=C4C=CNC4=NC=N3. Drug 2: CS(=O)(=O)C1=CC(=C(C=C1)C(=O)NC2=CC(=C(C=C2)Cl)C3=CC=CC=N3)Cl. Cell line: DU-145. Synergy scores: CSS=11.9, Synergy_ZIP=-1.91, Synergy_Bliss=1.96, Synergy_Loewe=-3.16, Synergy_HSA=-0.0822. (3) Drug 2: C#CCC(CC1=CN=C2C(=N1)C(=NC(=N2)N)N)C3=CC=C(C=C3)C(=O)NC(CCC(=O)O)C(=O)O. Synergy scores: CSS=68.2, Synergy_ZIP=6.05, Synergy_Bliss=1.08, Synergy_Loewe=-24.1, Synergy_HSA=0.615. Cell line: UACC-257. Drug 1: CC1CCC2CC(C(=CC=CC=CC(CC(C(=O)C(C(C(=CC(C(=O)CC(OC(=O)C3CCCCN3C(=O)C(=O)C1(O2)O)C(C)CC4CCC(C(C4)OC)OCCO)C)C)O)OC)C)C)C)OC. (4) Drug 1: CCC1(CC2CC(C3=C(CCN(C2)C1)C4=CC=CC=C4N3)(C5=C(C=C6C(=C5)C78CCN9C7C(C=CC9)(C(C(C8N6C=O)(C(=O)OC)O)OC(=O)C)CC)OC)C(=O)OC)O.OS(=O)(=O)O. Drug 2: CC1C(C(CC(O1)OC2CC(CC3=C2C(=C4C(=C3O)C(=O)C5=C(C4=O)C(=CC=C5)OC)O)(C(=O)CO)O)N)O.Cl. Cell line: HOP-62. Synergy scores: CSS=33.1, Synergy_ZIP=-4.28, Synergy_Bliss=-3.62, Synergy_Loewe=-1.36, Synergy_HSA=-0.863. (5) Drug 1: C1CC2CC3=C(CC1C24CN(S(=O)(=O)N4)CC(F)(F)F)C=CC(=C3)C=CCN5CCC(CC5)C(F)(F)F. Drug 2: COCCOC1=C(C=C2C(=C1)C(=NC=N2)NC3=CC=CC(=C3)C#C)OCCOC. Cell line: SK-OV-3. Synergy scores: CSS=60.7, Synergy_ZIP=8.59, Synergy_Bliss=11.4, Synergy_Loewe=-7.59, Synergy_HSA=11.9. (6) Drug 1: CS(=O)(=O)CCNCC1=CC=C(O1)C2=CC3=C(C=C2)N=CN=C3NC4=CC(=C(C=C4)OCC5=CC(=CC=C5)F)Cl. Drug 2: C1CN1C2=NC(=NC(=N2)N3CC3)N4CC4. Cell line: RPMI-8226. Synergy scores: CSS=26.7, Synergy_ZIP=6.26, Synergy_Bliss=2.31, Synergy_Loewe=-27.0, Synergy_HSA=-11.4. (7) Drug 1: CC12CCC(CC1=CCC3C2CCC4(C3CC=C4C5=CN=CC=C5)C)O. Drug 2: CCC1(CC2CC(C3=C(CCN(C2)C1)C4=CC=CC=C4N3)(C5=C(C=C6C(=C5)C78CCN9C7C(C=CC9)(C(C(C8N6C)(C(=O)OC)O)OC(=O)C)CC)OC)C(=O)OC)O.OS(=O)(=O)O. Cell line: COLO 205. Synergy scores: CSS=59.0, Synergy_ZIP=12.8, Synergy_Bliss=14.6, Synergy_Loewe=-29.3, Synergy_HSA=11.5. (8) Synergy scores: CSS=75.7, Synergy_ZIP=5.41, Synergy_Bliss=5.00, Synergy_Loewe=4.74, Synergy_HSA=5.48. Drug 1: CC12CCC3C(C1CCC2=O)CC(=C)C4=CC(=O)C=CC34C. Drug 2: CC1=C(C(=O)C2=C(C1=O)N3CC4C(C3(C2COC(=O)N)OC)N4)N. Cell line: COLO 205. (9) Drug 1: CCC1(CC2CC(C3=C(CCN(C2)C1)C4=CC=CC=C4N3)(C5=C(C=C6C(=C5)C78CCN9C7C(C=CC9)(C(C(C8N6C=O)(C(=O)OC)O)OC(=O)C)CC)OC)C(=O)OC)O.OS(=O)(=O)O. Drug 2: CC1C(C(CC(O1)OC2CC(OC(C2O)C)OC3=CC4=CC5=C(C(=O)C(C(C5)C(C(=O)C(C(C)O)O)OC)OC6CC(C(C(O6)C)O)OC7CC(C(C(O7)C)O)OC8CC(C(C(O8)C)O)(C)O)C(=C4C(=C3C)O)O)O)O. Cell line: NCI-H522. Synergy scores: CSS=6.39, Synergy_ZIP=0.244, Synergy_Bliss=-1.29, Synergy_Loewe=-4.85, Synergy_HSA=-2.28.